This data is from Forward reaction prediction with 1.9M reactions from USPTO patents (1976-2016). The task is: Predict the product of the given reaction. (1) Given the reactants [NH2:1][C:2]([CH3:7])([CH3:6])[C:3]([NH2:5])=[O:4].CCN(CC)CC.[Cl:15][C:16]1[C:25]2[C:20](=[CH:21][CH:22]=[C:23]([S:26](Cl)(=[O:28])=[O:27])[CH:24]=2)[C:19]([Cl:30])=[CH:18][N:17]=1, predict the reaction product. The product is: [Cl:15][C:16]1[C:25]2[C:20](=[CH:21][CH:22]=[C:23]([S:26]([NH:1][C:2]([CH3:7])([CH3:6])[C:3]([NH2:5])=[O:4])(=[O:28])=[O:27])[CH:24]=2)[C:19]([Cl:30])=[CH:18][N:17]=1. (2) Given the reactants [F:1][C:2]1[C:7]([CH3:8])=[CH:6][C:5]([NH:9][C@H:10]([CH2:14][CH2:15][CH2:16][CH3:17])[C:11]([OH:13])=O)=[CH:4][C:3]=1[CH3:18].[C:19]([O:23][NH2:24])([CH3:22])([CH3:21])[CH3:20].C1C=CC2N(O)N=NC=2C=1.C[N+]1(C)[C@H]2CC3C=CC(O)=C4O[C@H]5[C@@H](O)C=C[C@@H]2[C@]5(C=34)CC1.CCN=C=NCCCN(C)C, predict the reaction product. The product is: [C:19]([O:23][NH:24][C:11](=[O:13])[C@H:10]([NH:9][C:5]1[CH:4]=[C:3]([CH3:18])[C:2]([F:1])=[C:7]([CH3:8])[CH:6]=1)[CH2:14][CH2:15][CH2:16][CH3:17])([CH3:22])([CH3:21])[CH3:20]. (3) Given the reactants CC(C)([O-])C.[Na+].C1(P(C2C=CC=CC=2)C2C=CC3C(=CC=CC=3)C=2C2C3C(=CC=CC=3)C=CC=2P(C2C=CC=CC=2)C2C=CC=CC=2)C=CC=CC=1.[NH:53]1[CH2:58][CH2:57][CH:56]([C:59]([O:61][CH2:62][CH3:63])=[O:60])[CH2:55][CH2:54]1.Br[C:65]1[C:70]([Cl:71])=[CH:69][CH:68]=[CH:67][N:66]=1.[Cl-].[NH4+], predict the reaction product. The product is: [Cl:71][C:70]1[C:65]([N:53]2[CH2:58][CH2:57][CH:56]([C:59]([O:61][CH2:62][CH3:63])=[O:60])[CH2:55][CH2:54]2)=[N:66][CH:67]=[CH:68][CH:69]=1.